Dataset: Catalyst prediction with 721,799 reactions and 888 catalyst types from USPTO. Task: Predict which catalyst facilitates the given reaction. (1) Reactant: Br[C:2]1[N:6]2[CH2:7][CH2:8][N:9]([C:11]([C:13]3[CH:18]=[CH:17][CH:16]=[C:15]([C:19]([F:22])([F:21])[F:20])[C:14]=3[Cl:23])=[O:12])[CH2:10][C:5]2=[N:4][CH:3]=1.C([Sn](CCCC)(CCCC)[C:29]1[S:30][CH:31]=[CH:32][N:33]=1)CCC. Product: [Cl:23][C:14]1[C:15]([C:19]([F:22])([F:21])[F:20])=[CH:16][CH:17]=[CH:18][C:13]=1[C:11]([N:9]1[CH2:8][CH2:7][N:6]2[C:2]([C:29]3[S:30][CH:31]=[CH:32][N:33]=3)=[CH:3][N:4]=[C:5]2[CH2:10]1)=[O:12]. The catalyst class is: 77. (2) Reactant: [Br:1][C:2]1[CH:3]=[C:4]2[N:10]([S:11]([C:14]3[CH:19]=[CH:18][CH:17]=[C:16]([F:20])[CH:15]=3)(=[O:13])=[O:12])[CH:9]=[C:8]([CH2:21][NH:22][CH3:23])[C:5]2=[N:6][CH:7]=1.C(N(CC)CC)C.[C:39](O[C:39]([O:41][C:42]([CH3:45])([CH3:44])[CH3:43])=[O:40])([O:41][C:42]([CH3:45])([CH3:44])[CH3:43])=[O:40].O. Product: [Br:1][C:2]1[CH:3]=[C:4]2[N:10]([S:11]([C:14]3[CH:19]=[CH:18][CH:17]=[C:16]([F:20])[CH:15]=3)(=[O:12])=[O:13])[CH:9]=[C:8]([CH2:21][N:22]([CH3:23])[C:39](=[O:40])[O:41][C:42]([CH3:43])([CH3:44])[CH3:45])[C:5]2=[N:6][CH:7]=1. The catalyst class is: 4. (3) Reactant: [CH3:1][N:2]([CH3:26])[N:3]1[C:7]2([CH2:12][CH2:11][N:10]([O:13][CH3:14])[CH2:9][CH2:8]2)[C:6](=[O:15])[CH:5]([C:16]2[C:21]([CH3:22])=[CH:20][C:19]([CH3:23])=[CH:18][C:17]=2[CH3:24])[C:4]1=[O:25].C(N(CC)CC)C.Cl[C:35]([O:37][CH2:38][CH3:39])=[O:36].C(=O)(O)[O-].[Na+]. Product: [CH2:38]([O:37][C:35](=[O:36])[O:15][C:6]1[C:7]2([CH2:12][CH2:11][N:10]([O:13][CH3:14])[CH2:9][CH2:8]2)[N:3]([N:2]([CH3:1])[CH3:26])[C:4](=[O:25])[C:5]=1[C:16]1[C:21]([CH3:22])=[CH:20][C:19]([CH3:23])=[CH:18][C:17]=1[CH3:24])[CH3:39]. The catalyst class is: 7. (4) Reactant: [Br:1][C:2]1[N:7]=[CH:6][C:5]2[CH:8]=[CH:9][NH:10][C:4]=2[CH:3]=1.[OH-].[K+].[I:13]I. Product: [Br:1][C:2]1[N:7]=[CH:6][C:5]2[C:8]([I:13])=[CH:9][NH:10][C:4]=2[CH:3]=1. The catalyst class is: 35.